The task is: Predict which catalyst facilitates the given reaction.. This data is from Catalyst prediction with 721,799 reactions and 888 catalyst types from USPTO. (1) Reactant: Br[C:2]1[CH:11]=[C:10]([CH2:12][N:13]2[C:17]([CH3:18])=[C:16]([C:19]3[CH:24]=[CH:23][C:22]([C:25]#[N:26])=[C:21]([Cl:27])[CH:20]=3)[C:15]([CH3:28])=[N:14]2)[CH:9]=[CH:8][C:3]=1[C:4]([O:6][CH3:7])=[O:5].[Cu][C:30]#[N:31].O.N. Product: [Cl:27][C:21]1[CH:20]=[C:19]([C:16]2[C:15]([CH3:28])=[N:14][N:13]([CH2:12][C:10]3[CH:9]=[CH:8][C:3]([C:4]([O:6][CH3:7])=[O:5])=[C:2]([C:30]#[N:31])[CH:11]=3)[C:17]=2[CH3:18])[CH:24]=[CH:23][C:22]=1[C:25]#[N:26]. The catalyst class is: 37. (2) The catalyst class is: 8. Reactant: [Cl:1][C:2]1[CH:3]=[C:4]2[C:8](=[CH:9][CH:10]=1)[NH:7][C:6](=[O:11])[CH2:5]2.[C:12]1([S:18]([C:21]2[C:22]([CH2:29][CH2:30][C:31]([OH:33])=[O:32])=[C:23]([CH:27]=O)[NH:24][C:25]=2[CH3:26])(=[O:20])=[O:19])[CH:17]=[CH:16][CH:15]=[CH:14][CH:13]=1.CC(O/N=C(/C(NCC=O)=O)\C1N=C(N)SC=1)(C(O)=O)C.N1CCCCC1. Product: [C:12]1([S:18]([C:21]2[C:22]([CH2:29][CH2:30][C:31]([OH:33])=[O:32])=[C:23](/[CH:27]=[C:5]3\[C:6](=[O:11])[NH:7][C:8]4[C:4]\3=[CH:3][C:2]([Cl:1])=[CH:10][CH:9]=4)[NH:24][C:25]=2[CH3:26])(=[O:19])=[O:20])[CH:13]=[CH:14][CH:15]=[CH:16][CH:17]=1.